From a dataset of Reaction yield outcomes from USPTO patents with 853,638 reactions. Predict the reaction yield, written as a fraction of the theoretical maximum amount of product (1.0 means a 100% yield; for example, 0.34 means a 34% yield). (1) The reactants are [NH2:1][C:2]1[CH:3]=[N:4][C:5]2[C:10]([C:11]=1[NH:12][CH2:13][C:14]1([OH:18])[CH2:17][CH2:16][CH2:15]1)=[CH:9][CH:8]=[CH:7][CH:6]=2.C(N(CC)CC)C.C(Cl)(Cl)Cl.[CH2:30]([O:32][CH2:33][C:34](Cl)=O)[CH3:31]. The catalyst is ClCCl. The product is [CH2:30]([O:32][CH2:33][C:34]1[N:12]([CH2:13][C:14]2([OH:18])[CH2:17][CH2:16][CH2:15]2)[C:11]2[C:10]3[CH:9]=[CH:8][CH:7]=[CH:6][C:5]=3[N:4]=[CH:3][C:2]=2[N:1]=1)[CH3:31]. The yield is 0.630. (2) The reactants are [NH:1]([C:8]1[N:9]([C:21]2[CH:26]=[CH:25][CH:24]=[CH:23][CH:22]=2)[C:10]2[C:15]([C:16](=[O:18])[CH:17]=1)=[CH:14][C:13](Br)=[C:12]([CH3:20])[N:11]=2)[C:2]1[CH:7]=[CH:6][CH:5]=[CH:4][CH:3]=1.[Li][CH2:28]CCC.CI. The catalyst is C1COCC1. The product is [NH:1]([C:8]1[N:9]([C:21]2[CH:26]=[CH:25][CH:24]=[CH:23][CH:22]=2)[C:10]2[C:15]([C:16](=[O:18])[CH:17]=1)=[CH:14][C:13]([CH3:28])=[C:12]([CH3:20])[N:11]=2)[C:2]1[CH:7]=[CH:6][CH:5]=[CH:4][CH:3]=1. The yield is 0.320. (3) The reactants are [CH3:1][C@:2]12[C@@:19]3([CH3:20])[C@@H:10]([C@:11]4([CH3:31])[C@@H:16]([CH2:17][CH2:18]3)[C:15]([CH3:22])([CH3:21])[C:14](OS(C(F)(F)F)(=O)=O)=[CH:13][CH2:12]4)[CH2:9][CH2:8][CH:7]1[C@H:6]1[C@H:32]([C:35]([CH3:37])=[CH2:36])[CH2:33][CH2:34][C@:5]1([C:38]([O:40][CH2:41][C:42]1[CH:47]=[CH:46][CH:45]=[CH:44][CH:43]=1)=[O:39])[CH2:4][CH2:3]2.CC(O)C.O.C(=O)([O-])[O-].[Na+].[Na+].[CH3:59][O:60][C:61]([C:63]1[CH:68]=[CH:67][C:66](B(O)O)=[CH:65][CH:64]=1)=[O:62]. The catalyst is O1CCOCC1.C1C=CC([P]([Pd]([P](C2C=CC=CC=2)(C2C=CC=CC=2)C2C=CC=CC=2)([P](C2C=CC=CC=2)(C2C=CC=CC=2)C2C=CC=CC=2)[P](C2C=CC=CC=2)(C2C=CC=CC=2)C2C=CC=CC=2)(C2C=CC=CC=2)C2C=CC=CC=2)=CC=1.O. The product is [CH3:59][O:60][C:61]([C:63]1[CH:68]=[CH:67][C:66]([C:14]2[C:15]([CH3:22])([CH3:21])[C@H:16]3[C@:11]([CH3:31])([CH2:12][CH:13]=2)[C@@H:10]2[C@:19]([CH3:20])([C@@:2]4([CH3:1])[C@H:7]([CH2:8][CH2:9]2)[C@H:6]2[C@H:32]([C:35]([CH3:37])=[CH2:36])[CH2:33][CH2:34][C@:5]2([C:38]([O:40][CH2:41][C:42]2[CH:47]=[CH:46][CH:45]=[CH:44][CH:43]=2)=[O:39])[CH2:4][CH2:3]4)[CH2:18][CH2:17]3)=[CH:65][CH:64]=1)=[O:62]. The yield is 0.684. (4) No catalyst specified. The product is [Br:1][C:2]1[CH:3]=[C:4]2[C:9](=[CH:10][CH:11]=1)[N:8]=[CH:7][C:6]([C:12]([CH:14]1[CH2:16][CH2:15]1)=[O:13])=[C:5]2[NH:30][C:29]1[CH:28]=[CH:27][C:26]([CH2:25][N:22]2[CH2:21][CH2:20][N:19]([CH3:18])[CH2:24][CH2:23]2)=[CH:32][CH:31]=1. The reactants are [Br:1][C:2]1[CH:3]=[C:4]2[C:9](=[CH:10][CH:11]=1)[N:8]=[CH:7][C:6]([C:12]([CH:14]1[CH2:16][CH2:15]1)=[O:13])=[C:5]2Cl.[CH3:18][N:19]1[CH2:24][CH2:23][N:22]([CH2:25][C:26]2[CH:32]=[CH:31][C:29]([NH2:30])=[CH:28][CH:27]=2)[CH2:21][CH2:20]1. The yield is 0.560. (5) The reactants are [I:1][C:2]1[CH:15]=[CH:14][C:5]([C:6]([O:8]OC(C)(C)C)=O)=[CH:4][C:3]=1[O:16][CH3:17].C([N:20](C(C)C)C(C)C)C.CN(C(ON1N=NC2C=CC=CC1=2)=[N+](C)C)C.[B-](F)(F)(F)F.[CH3:49][N:50]1[CH2:55][CH2:54][CH:53](N)[CH2:52][CH2:51]1. The catalyst is CN(C)C=O.O. The product is [I:1][C:2]1[CH:15]=[CH:14][C:5]([C:6]([NH:20][CH:51]2[CH2:52][CH2:53][CH2:54][CH2:55][N:50]2[CH3:49])=[O:8])=[CH:4][C:3]=1[O:16][CH3:17]. The yield is 0.710. (6) The reactants are [C:1]([CH2:3]P(=O)(OCC)OCC)#[N:2].CC(C)([O-])C.[K+].[CH2:18]([O:20][CH:21]([O:29][CH2:30][CH3:31])[C:22]1[S:26][CH:25]=[C:24]([CH:27]=O)[CH:23]=1)[CH3:19]. The catalyst is C1COCC1. The product is [CH2:18]([O:20][CH:21]([O:29][CH2:30][CH3:31])[C:22]1[S:26][CH:25]=[C:24](/[CH:27]=[CH:3]/[C:1]#[N:2])[CH:23]=1)[CH3:19]. The yield is 0.849.